This data is from Forward reaction prediction with 1.9M reactions from USPTO patents (1976-2016). The task is: Predict the product of the given reaction. Given the reactants [Cl:1][C:2]1[CH:3]=[CH:4][C:5]([O:12][CH3:13])=[C:6]([S:8](Cl)(=[O:10])=[O:9])[CH:7]=1.[N:14]1[CH:19]=[CH:18][CH:17]=[C:16]([NH2:20])[CH:15]=1, predict the reaction product. The product is: [Cl:1][C:2]1[CH:3]=[CH:4][C:5]([O:12][CH3:13])=[C:6]([S:8]([NH:20][C:16]2[CH:15]=[N:14][CH:19]=[CH:18][CH:17]=2)(=[O:10])=[O:9])[CH:7]=1.